Dataset: Full USPTO retrosynthesis dataset with 1.9M reactions from patents (1976-2016). Task: Predict the reactants needed to synthesize the given product. (1) Given the product [Br:7][C:8]1[C:9]2[C:10]([NH2:19])=[N:11][O:17][C:12]=2[CH:13]=[CH:14][CH:15]=1, predict the reactants needed to synthesize it. The reactants are: CC(C)([O-])C.[K+].[Br:7][C:8]1[CH:15]=[CH:14][CH:13]=[C:12](F)[C:9]=1[C:10]#[N:11].[OH2:17].C[N:19](C=O)C. (2) Given the product [Cl:8][C:6]1[CH:5]=[C:4]([C@@H:9]2[CH2:14][C@H:13]([C:15]3[O:19][NH:18][C:17](=[O:20])[CH:16]=3)[CH2:12][CH2:11][NH:10]2)[CH:3]=[C:2]([Cl:1])[CH:7]=1, predict the reactants needed to synthesize it. The reactants are: [Cl:1][C:2]1[CH:3]=[C:4]([C@@H:9]2[CH2:14][C@H:13]([C:15]3[O:19][NH:18][C:17](=[O:20])[CH:16]=3)[CH2:12][CH2:11][N:10]2C(OC)=O)[CH:5]=[C:6]([Cl:8])[CH:7]=1.Br.